From a dataset of Full USPTO retrosynthesis dataset with 1.9M reactions from patents (1976-2016). Predict the reactants needed to synthesize the given product. (1) Given the product [Br:13][C:14]1[CH:15]=[C:16]([CH2:20][CH2:21][C:22](=[O:24])[CH2:62][C:61]([O:67][CH2:68][CH3:69])=[O:66])[CH:17]=[CH:18][CH:19]=1, predict the reactants needed to synthesize it. The reactants are: [Cl-].[Mg+2].[Cl-].C([O-])(=O)CC([O-])=O.[K+].[K+].[Br:13][C:14]1[CH:15]=[C:16]([CH2:20][CH2:21][C:22]([OH:24])=O)[CH:17]=[CH:18][CH:19]=1.C(N1C=CN=C1)(N1C=CN=C1)=O.BrC1C=C(CCC(O)=O)C=CC=1.C(N1C=CN=C1)(N1C=CN=C1)=O.[C:61]([O:67][CH2:68][CH3:69])(=[O:66])[CH2:62]C([O-])=O.[K+]. (2) Given the product [CH:1]1[C:10]2[C:5](=[CH:6][CH:7]=[CH:8][CH:9]=2)[CH:4]=[CH:3][C:2]=1[C:11]#[C:12][CH:13]=[O:14], predict the reactants needed to synthesize it. The reactants are: [CH:1]1[C:10]2[C:5](=[CH:6][CH:7]=[CH:8][CH:9]=2)[CH:4]=[CH:3][C:2]=1[C:11]#[C:12][CH2:13][OH:14].C[N+]1([O-])CCOCC1.C(=O)(O)[O-].[Na+].